From a dataset of Reaction yield outcomes from USPTO patents with 853,638 reactions. Predict the reaction yield, written as a fraction of the theoretical maximum amount of product (1.0 means a 100% yield; for example, 0.34 means a 34% yield). (1) The catalyst is CO. The reactants are [CH3:1][O:2][C:3]([CH2:5][C@H:6]1[CH2:9][C@H:8]([O:10]C(=O)C2C=CC([N+]([O-])=O)=CC=2)[CH2:7]1)=[O:4].O.C1COCC1.C([O-])([O-])=O.[K+].[K+]. The product is [CH3:1][O:2][C:3](=[O:4])[CH2:5][C@H:6]1[CH2:9][C@H:8]([OH:10])[CH2:7]1. The yield is 0.870. (2) The reactants are [Br:1][C:2]1[CH:7]=[CH:6][C:5]([SH:8])=[CH:4][CH:3]=1.[O-]CC.[Na+].[CH2:13]([O:15][CH:16]([O:19][CH2:20][CH3:21])[CH2:17]Br)[CH3:14]. The catalyst is C(O)C. The product is [Br:1][C:2]1[CH:7]=[CH:6][C:5]([S:8][CH2:17][CH:16]([O:19][CH2:20][CH3:21])[O:15][CH2:13][CH3:14])=[CH:4][CH:3]=1. The yield is 0.965. (3) The reactants are [CH3:1][O:2][C:3]1[CH:11]=[CH:10][CH:9]=[C:8]2[C:4]=1[CH2:5][CH2:6][C:7]12[C:15](=[O:16])[NH:14][C:13](=[O:17])[NH:12]1.Br[CH2:19][C:20]([O:22][C:23]([CH3:26])([CH3:25])[CH3:24])=[O:21].C([O-])([O-])=O.[K+].[K+]. The catalyst is CN(C=O)C. The product is [CH3:1][O:2][C:3]1[CH:11]=[CH:10][CH:9]=[C:8]2[C:4]=1[CH2:5][CH2:6][C:7]12[C:15](=[O:16])[N:14]([CH2:19][C:20]([O:22][C:23]([CH3:26])([CH3:25])[CH3:24])=[O:21])[C:13](=[O:17])[NH:12]1. The yield is 0.820. (4) The reactants are [CH3:1][O:2][C:3]1[CH:20]=[CH:19][C:6]([CH2:7][N:8]2[C:17]3[C:12](=[CH:13][CH:14]=[CH:15][CH:16]=3)[CH2:11][CH2:10][C:9]2=[O:18])=[CH:5][CH:4]=1.[Li+].[CH3:22][Si]([N-][Si](C)(C)C)(C)C.CI. The catalyst is C1COCC1. The product is [CH3:1][O:2][C:3]1[CH:4]=[CH:5][C:6]([CH2:7][N:8]2[C:17]3[C:12](=[CH:13][CH:14]=[CH:15][CH:16]=3)[CH2:11][CH:10]([CH3:22])[C:9]2=[O:18])=[CH:19][CH:20]=1. The yield is 1.00. (5) The reactants are [Cl:1][C:2]1[C:3]2[CH:10]=[CH:9][NH:8][C:4]=2[N:5]=[CH:6][N:7]=1.[H-].[Na+].[CH3:13][Si:14]([CH2:17][CH2:18][O:19][CH2:20]Cl)([CH3:16])[CH3:15]. The catalyst is O.CC(OC)(C)C. The product is [Cl:1][C:2]1[C:3]2[CH:10]=[CH:9][N:8]([CH2:20][O:19][CH2:18][CH2:17][Si:14]([CH3:16])([CH3:15])[CH3:13])[C:4]=2[N:5]=[CH:6][N:7]=1. The yield is 0.889. (6) The reactants are [C:1]([N:5]1[CH:28]=[C:27]2[C:7]([CH:8]=[CH:9][C:10]3([CH2:26]2)[CH2:15][CH2:14][N:13]([C:16]([O:18][CH2:19][C:20]2[CH:25]=[CH:24][CH:23]=[CH:22][CH:21]=2)=[O:17])[CH2:12][CH2:11]3)=[N:6]1)([CH3:4])([CH3:3])[CH3:2].[Br:29]N1C(=O)CCC1=O.CO.[O:39]1[CH2:43]CCC1. No catalyst specified. The product is [Br:29][CH:9]1[C:10]2([CH2:11][CH2:12][N:13]([C:16]([O:18][CH2:19][C:20]3[CH:21]=[CH:22][CH:23]=[CH:24][CH:25]=3)=[O:17])[CH2:14][CH2:15]2)[CH2:26][C:27]2[C:7](=[N:6][N:5]([C:1]([CH3:4])([CH3:2])[CH3:3])[CH:28]=2)[CH:8]1[O:39][CH3:43]. The yield is 0.730. (7) The reactants are [F:1][C:2]1[CH:32]=[CH:31][CH:30]=[CH:29][C:3]=1[CH2:4][N:5]1[CH2:9][CH2:8][C@@H:7]([NH:10][C:11]2[N:12]=[CH:13][C:14](/[CH:17]=[CH:18]/[C:19]([NH:21][O:22]C3CCCCO3)=[O:20])=[N:15][CH:16]=2)[CH2:6]1.[ClH:33].C(O)C. The catalyst is C(OCC)(=O)C. The product is [ClH:33].[ClH:33].[F:1][C:2]1[CH:32]=[CH:31][CH:30]=[CH:29][C:3]=1[CH2:4][N:5]1[CH2:9][CH2:8][C@@H:7]([NH:10][C:11]2[N:12]=[CH:13][C:14](/[CH:17]=[CH:18]/[C:19]([NH:21][OH:22])=[O:20])=[N:15][CH:16]=2)[CH2:6]1. The yield is 0.830.